From a dataset of Forward reaction prediction with 1.9M reactions from USPTO patents (1976-2016). Predict the product of the given reaction. (1) Given the reactants [I:1][C:2]1[CH:7]=[CH:6][C:5]([N:8]2[CH2:13][CH2:12][NH:11][CH2:10][CH2:9]2)=[CH:4][CH:3]=1.C([O-])([O-])=O.[K+].[K+].I[CH2:21][CH3:22], predict the reaction product. The product is: [CH2:21]([N:11]1[CH2:12][CH2:13][N:8]([C:5]2[CH:4]=[CH:3][C:2]([I:1])=[CH:7][CH:6]=2)[CH2:9][CH2:10]1)[CH3:22]. (2) Given the reactants Br[C:2]1[C:3]([NH2:9])=[N:4][CH:5]=[C:6]([CH3:8])[CH:7]=1.[O:10]([C:17]1[CH:22]=[CH:21][C:20](B(O)O)=[CH:19][CH:18]=1)[C:11]1[CH:16]=[CH:15][CH:14]=[CH:13][CH:12]=1.C(=O)([O-])[O-].[Na+].[Na+], predict the reaction product. The product is: [CH3:8][C:6]1[CH:7]=[C:2]([C:20]2[CH:21]=[CH:22][C:17]([O:10][C:11]3[CH:16]=[CH:15][CH:14]=[CH:13][CH:12]=3)=[CH:18][CH:19]=2)[C:3]([NH2:9])=[N:4][CH:5]=1. (3) Given the reactants CC(C)([O-])C.[K+].[C:7]([CH2:9]P(=O)(OCC)OCC)#[N:8].O=[C:19]1[CH2:24][CH2:23][N:22]([C:25]([O:27][C:28]([CH3:31])([CH3:30])[CH3:29])=[O:26])[CH2:21][CH2:20]1, predict the reaction product. The product is: [C:7]([CH:9]=[C:19]1[CH2:24][CH2:23][N:22]([C:25]([O:27][C:28]([CH3:31])([CH3:30])[CH3:29])=[O:26])[CH2:21][CH2:20]1)#[N:8].